From a dataset of Full USPTO retrosynthesis dataset with 1.9M reactions from patents (1976-2016). Predict the reactants needed to synthesize the given product. Given the product [F:27][C:28]1[CH:49]=[CH:48][C:31]([CH2:32][N:33]2[CH2:37][CH2:36][N:35]([C:38]3[S:39][C:40]([C:44]([NH2:10])=[O:45])=[C:41]([CH3:43])[N:42]=3)[C:34]2=[O:47])=[CH:30][CH:29]=1, predict the reactants needed to synthesize it. The reactants are: ClC1C=CC2SC=C(C[N:10]3CCN(C4SC(C(O)=O)=C(C)N=4)C3=O)C=2C=1.[F:27][C:28]1[CH:49]=[CH:48][C:31]([CH2:32][N:33]2[CH2:37][CH2:36][N:35]([C:38]3[S:39][C:40]([C:44](O)=[O:45])=[C:41]([CH3:43])[N:42]=3)[C:34]2=[O:47])=[CH:30][CH:29]=1.[Cl-].[NH4+].